From a dataset of Catalyst prediction with 721,799 reactions and 888 catalyst types from USPTO. Predict which catalyst facilitates the given reaction. (1) Reactant: [CH3:1][C:2]1([CH3:31])[CH2:11][C:10]2[C:5](=[CH:6][CH:7]=[C:8]([C:12]([O:14]C)=[O:13])[CH:9]=2)[NH:4][CH:3]1[C:16]1[CH:21]=[CH:20][CH:19]=[CH:18][C:17]=1[NH:22][C:23](=[O:30])[C:24]1[CH:29]=[CH:28][CH:27]=[CH:26][N:25]=1.[OH-].[Na+]. Product: [CH3:1][C:2]1([CH3:31])[CH2:11][C:10]2[C:5](=[CH:6][CH:7]=[C:8]([C:12]([OH:14])=[O:13])[CH:9]=2)[NH:4][CH:3]1[C:16]1[CH:21]=[CH:20][CH:19]=[CH:18][C:17]=1[NH:22][C:23](=[O:30])[C:24]1[CH:29]=[CH:28][CH:27]=[CH:26][N:25]=1. The catalyst class is: 7. (2) Reactant: [C:1]([O:6][CH2:7][CH:8]1[O:10][CH2:9]1)(=[O:5])[C:2]([CH3:4])=[CH2:3].[CH2:11]=[CH:12][C:13]1[CH:18]=[CH:17][CH:16]=[CH:15][CH:14]=1.C(C1C=CC=CC=1C=C)=C. Product: [CH2:11]=[CH:12][C:13]1[CH:18]=[CH:17][CH:16]=[CH:15][CH:14]=1.[C:1]([O:6][CH2:7][CH:8]1[O:10][CH2:9]1)(=[O:5])[C:2]([CH3:4])=[CH2:3]. The catalyst class is: 6.